This data is from Full USPTO retrosynthesis dataset with 1.9M reactions from patents (1976-2016). The task is: Predict the reactants needed to synthesize the given product. (1) Given the product [CH2:8]([O:44][CH:45]1[C@@H:49]2[CH:50]=[N:51][C:52]3[CH:59]=[C:58]([O:60][CH3:61])[CH:57]=[CH:56][C:53]=3[C:54](=[O:55])[N:48]2[CH2:47][CH2:46]1)[CH2:9][CH2:10][CH2:11][O:12][CH:13]1[C@@H:17]2[CH:18]=[N:19][C:20]3[CH:27]=[C:26]([O:28][CH3:29])[CH:25]=[CH:24][C:21]=3[C:22](=[O:23])[N:16]2[CH2:15][CH2:14]1, predict the reactants needed to synthesize it. The reactants are: C(O)(C(F)(F)F)=O.[CH2:8]([O:44][CH:45]1[C@H:49]2[C@H:50](OC3CCCCO3)[N:51](C(OC(C)(C)C)=O)[C:52]3[CH:59]=[C:58]([O:60][CH3:61])[CH:57]=[CH:56][C:53]=3[C:54](=[O:55])[N:48]2[CH2:47][CH2:46]1)[CH2:9][CH2:10][CH2:11][O:12][CH:13]1[C@H:17]2[C@H:18](OC3CCCCO3)[N:19](C(OC(C)(C)C)=O)[C:20]3[CH:27]=[C:26]([O:28][CH3:29])[CH:25]=[CH:24][C:21]=3[C:22](=[O:23])[N:16]2[CH2:15][CH2:14]1.C([O-])(O)=O.[Na+]. (2) Given the product [CH:2]([N:5]1[CH2:6][CH2:7][CH:8]([O:11][C:12]2[CH:13]=[C:14]3[CH:20]=[C:19]([C:21]([N:29]4[CH2:35][CH2:36][CH2:37][CH2:32][CH2:33]4)=[O:23])[NH:18][C:15]3=[N:16][CH:17]=2)[CH2:9][CH2:10]1)([CH3:4])[CH3:3], predict the reactants needed to synthesize it. The reactants are: Cl.[CH:2]([N:5]1[CH2:10][CH2:9][CH:8]([O:11][C:12]2[CH:13]=[C:14]3[CH:20]=[C:19]([C:21]([OH:23])=O)[NH:18][C:15]3=[N:16][CH:17]=2)[CH2:7][CH2:6]1)([CH3:4])[CH3:3].F[B-](F)(F)F.[N:29]1(OC(N(C)C)=[N+](C)C)[C:33]2C=[CH:35][CH:36]=[CH:37][C:32]=2N=N1.N1CCCCC1.C(N(CC)C(C)C)(C)C. (3) Given the product [Cl:21][CH:13]1[CH2:12][CH2:11][CH2:10][CH2:9][CH:8]1[NH:7][C:5](=[O:6])[C:4]1[CH:14]=[CH:15][C:16]([O:17][CH2:18][C:19]#[CH:20])=[C:2]([F:1])[CH:3]=1, predict the reactants needed to synthesize it. The reactants are: [F:1][C:2]1[CH:3]=[C:4]([CH:14]=[CH:15][C:16]=1[O:17][CH2:18][C:19]#[CH:20])[C:5]([N:7]1[CH:13]2[CH:8]1[CH2:9][CH2:10][CH2:11][CH2:12]2)=[O:6].[Cl-:21].[NH4+]. (4) Given the product [Br:22][CH2:15][C:10]1[C:9]([C:3]2[CH:4]=[C:5]([F:8])[CH:6]=[CH:7][C:2]=2[F:1])=[CH:14][CH:13]=[CH:12][N:11]=1, predict the reactants needed to synthesize it. The reactants are: [F:1][C:2]1[CH:7]=[CH:6][C:5]([F:8])=[CH:4][C:3]=1[C:9]1[C:10]([CH2:15]OS(C)(=O)=O)=[N:11][CH:12]=[CH:13][CH:14]=1.[Li+].[Br-:22]. (5) Given the product [C:3]([O:11][C:10]([N:7]1[CH2:8][CH2:9][N:4]([C:3]([C:1](=[O:23])[NH2:2])([CH3:14])[CH3:13])[CH2:5][CH2:6]1)=[O:12])([CH3:14])([CH3:13])[CH3:1], predict the reactants needed to synthesize it. The reactants are: [C:1]([C:3]([CH3:14])([CH3:13])[N:4]1[CH2:9][CH2:8][N:7]([C:10]([OH:12])=[O:11])[CH2:6][CH2:5]1)#[N:2].C([O-])([O-])=O.[K+].[K+].OO.[OH2:23]. (6) Given the product [CH2:29]([NH:32][C:33]([N:12]1[C:6]2[CH:7]=[N:8][C:9]3[CH:10]=[CH:11][C:2]([Br:1])=[CH:3][C:4]=3[C:5]=2[N:14]([C:15]2[CH:20]=[CH:19][C:18]([C:21]([C:22]#[N:23])([CH3:24])[CH3:25])=[CH:17][CH:16]=2)[C:13]1=[O:26])=[O:34])[CH:30]=[CH2:31], predict the reactants needed to synthesize it. The reactants are: [Br:1][C:2]1[CH:11]=[CH:10][C:9]2[N:8]=[CH:7][C:6]3[NH:12][C:13](=[O:26])[N:14]([C:15]4[CH:20]=[CH:19][C:18]([C:21]([CH3:25])([CH3:24])[C:22]#[N:23])=[CH:17][CH:16]=4)[C:5]=3[C:4]=2[CH:3]=1.[F-].[K+].[CH2:29]([N:32]=[C:33]=[O:34])[CH:30]=[CH2:31].O. (7) Given the product [Br:31][C:32]1[CH:33]=[C:34]([CH:37]=[CH:38][CH:39]=1)[CH2:35][C@@:9]([CH3:10])([C:11]([O:13][CH3:14])=[O:12])[N:8]=[C:7]([C:15]1[CH:16]=[CH:17][CH:18]=[CH:19][CH:20]=1)[C:1]1[CH:6]=[CH:5][CH:4]=[CH:3][CH:2]=1, predict the reactants needed to synthesize it. The reactants are: [C:1]1([C:7]([C:15]2[CH:20]=[CH:19][CH:18]=[CH:17][CH:16]=2)=[N:8][C@H:9]([C:11]([O:13][CH3:14])=[O:12])[CH3:10])[CH:6]=[CH:5][CH:4]=[CH:3][CH:2]=1.C[Si]([N-][Si](C)(C)C)(C)C.[Na+].[Br:31][C:32]1[CH:33]=[C:34]([CH:37]=[CH:38][CH:39]=1)[CH2:35]Br.